From a dataset of Forward reaction prediction with 1.9M reactions from USPTO patents (1976-2016). Predict the product of the given reaction. Given the reactants [C:1]([C:9]1([OH:53])[CH2:14][CH2:13][CH2:12][CH:11]([NH:15][C:16]([C:18]2[CH:19]=[C:20]3[C:24](=[CH:25][CH:26]=2)[N:23](C(C2C=CC=CC=2)(C2C=CC=CC=2)C2C=CC=CC=2)[N:22]=[C:21]3[C:46]2[CH:51]=[CH:50][N:49]=[C:48]([CH3:52])[CH:47]=2)=[O:17])[CH2:10]1)(=[O:8])[C:2]1[CH:7]=[CH:6][CH:5]=[CH:4][CH:3]=1, predict the reaction product. The product is: [C:1]([C:9]1([OH:53])[CH2:14][CH2:13][CH2:12][CH:11]([NH:15][C:16]([C:18]2[CH:19]=[C:20]3[C:24](=[CH:25][CH:26]=2)[NH:23][N:22]=[C:21]3[C:46]2[CH:51]=[CH:50][N:49]=[C:48]([CH3:52])[CH:47]=2)=[O:17])[CH2:10]1)(=[O:8])[C:2]1[CH:7]=[CH:6][CH:5]=[CH:4][CH:3]=1.